This data is from Reaction yield outcomes from USPTO patents with 853,638 reactions. The task is: Predict the reaction yield, written as a fraction of the theoretical maximum amount of product (1.0 means a 100% yield; for example, 0.34 means a 34% yield). (1) The reactants are [Br:1][C:2]1[CH:7]=[CH:6][CH:5]=[C:4]([NH:8][NH2:9])[N:3]=1.O=[C:11]1[CH2:18][CH:17]2[N:19]([C:20]([O:22][C:23]([CH3:26])([CH3:25])[CH3:24])=[O:21])[CH:13]([CH2:14][CH2:15][CH2:16]2)[CH2:12]1. The catalyst is CCO. The product is [Br:1][C:2]1[N:3]=[C:4]([NH:8][N:9]=[C:11]2[CH2:18][CH:17]3[N:19]([C:20]([O:22][C:23]([CH3:26])([CH3:25])[CH3:24])=[O:21])[CH:13]([CH2:14][CH2:15][CH2:16]3)[CH2:12]2)[CH:5]=[CH:6][CH:7]=1. The yield is 1.00. (2) The reactants are [C:1]([NH:5][C:6](=[O:29])[C:7]([NH:25][C:26](=[O:28])[CH3:27])([CH:12]1[CH2:17][CH2:16][CH:15]([C:18]2[CH:23]=[CH:22][C:21]([Cl:24])=[CH:20][CH:19]=2)[CH2:14][CH2:13]1)[CH2:8][CH2:9][CH:10]=[CH2:11])([CH3:4])([CH3:3])[CH3:2].[CH3:30][C:31]1([CH3:38])[C:35]([CH3:37])([CH3:36])[O:34][BH:33][O:32]1.O. The catalyst is ClCCl.[Ir+].ClC1CCC=CCCC=1.C1(P(C2C=CC=CC=2)CCP(C2C=CC=CC=2)C2C=CC=CC=2)C=CC=CC=1. The product is [C:26]([NH:25][C:7]([CH:12]1[CH2:17][CH2:16][CH:15]([C:18]2[CH:19]=[CH:20][C:21]([Cl:24])=[CH:22][CH:23]=2)[CH2:14][CH2:13]1)([CH2:8][CH2:9][CH2:10][CH2:11][B:33]1[O:34][C:35]([CH3:37])([CH3:36])[C:31]([CH3:38])([CH3:30])[O:32]1)[C:6]([NH:5][C:1]([CH3:2])([CH3:3])[CH3:4])=[O:29])(=[O:28])[CH3:27]. The yield is 0.800. (3) The reactants are [O:1]=[C:2]1[CH2:11][CH2:10][CH2:9][C:8]2[N:7]=[C:6]([C:12]([O:14][CH2:15][CH3:16])=[O:13])[CH:5]=[CH:4][C:3]1=2.[CH:17]1([CH:22]=O)[CH2:21][CH2:20][CH2:19][CH2:18]1.N1CCCC1. The yield is 0.723. The catalyst is C(O)C. The product is [CH:17]1(/[CH:22]=[C:11]2/[C:2](=[O:1])[C:3]3[CH:4]=[CH:5][C:6]([C:12]([O:14][CH2:15][CH3:16])=[O:13])=[N:7][C:8]=3[CH2:9][CH2:10]/2)[CH2:21][CH2:20][CH2:19][CH2:18]1. (4) The catalyst is [Ni].CCO. The product is [NH2:1][C:4]1[CH:5]=[C:6]2[C:10](=[CH:11][CH:12]=1)[N:9]([CH2:13][CH2:14][CH2:15][NH2:16])[C:8](=[O:17])[C:7]12[O:22][CH2:21][CH2:20][CH2:19][O:18]1. The reactants are [N+:1]([C:4]1[CH:5]=[C:6]2[C:10](=[CH:11][CH:12]=1)[N:9]([CH2:13][CH2:14][C:15]#[N:16])[C:8](=[O:17])[C:7]12[O:22][CH2:21][CH2:20][CH2:19][O:18]1)([O-])=O.N.C1COCC1. The yield is 0.730. (5) The reactants are [F:1][C:2]1[CH:3]=[C:4]2[C:8](=[CH:9][CH:10]=1)[NH:7][C:6](=[O:11])[C:5]2=O.[O:13]1[CH2:18][CH2:17][N:16]([CH2:19][C:20]2[CH:25]=[CH:24][C:23]([C:26](=O)[CH3:27])=[CH:22][CH:21]=2)[CH2:15][CH2:14]1.[OH-:29].[K+].Cl. The catalyst is C(O)C.O. The product is [F:1][C:2]1[CH:3]=[C:4]2[C:8](=[CH:9][CH:10]=1)[N:7]=[C:26]([C:23]1[CH:22]=[CH:21][C:20]([CH2:19][N:16]3[CH2:17][CH2:18][O:13][CH2:14][CH2:15]3)=[CH:25][CH:24]=1)[CH:27]=[C:5]2[C:6]([OH:11])=[O:29]. The yield is 0.760. (6) The reactants are [NH2:1][C:2]1[CH:3]=[C:4]([C:8]2[C:12]3[N:13]=[C:14]([NH:17][C:18]4[CH:23]=[CH:22][C:21]([N:24]5[CH2:29][CH2:28][N:27]([CH3:30])[CH2:26][CH2:25]5)=[CH:20][C:19]=4[O:31][CH3:32])[N:15]=[CH:16][C:11]=3[S:10][CH:9]=2)[CH:5]=[CH:6][CH:7]=1.CCN(C(C)C)C(C)C.[C:42](Cl)(=[O:45])[CH:43]=[CH2:44]. The catalyst is C(Cl)Cl. The product is [CH3:32][O:31][C:19]1[CH:20]=[C:21]([N:24]2[CH2:25][CH2:26][N:27]([CH3:30])[CH2:28][CH2:29]2)[CH:22]=[CH:23][C:18]=1[NH:17][C:14]1[N:15]=[CH:16][C:11]2[S:10][CH:9]=[C:8]([C:4]3[CH:3]=[C:2]([NH:1][C:42](=[O:45])[CH:43]=[CH2:44])[CH:7]=[CH:6][CH:5]=3)[C:12]=2[N:13]=1. The yield is 0.0357. (7) The product is [Br:1][C:2]1[CH:7]=[C:6]([CH3:8])[C:5]([O:9][CH2:12][C:13]([O:15][CH3:16])=[O:14])=[C:4]([CH3:10])[CH:3]=1. The reactants are [Br:1][C:2]1[CH:7]=[C:6]([CH3:8])[C:5]([OH:9])=[C:4]([CH3:10])[CH:3]=1.Br[CH2:12][C:13]([O:15][CH3:16])=[O:14].C(=O)([O-])[O-].[Cs+].[Cs+].C(=O)([O-])O.[Na+]. The catalyst is C(#N)C. The yield is 1.00. (8) The catalyst is C(#N)C. The yield is 0.290. The reactants are [CH3:1][N:2]([CH3:15])[C:3]1[CH:8]=[CH:7][C:6]([C:9]2[CH:14]=[CH:13][N:12]=[CH:11][CH:10]=2)=[CH:5][CH:4]=1.[CH2:16]([I:18])[CH3:17].[CH3:19]COCC. The product is [I-:18].[CH3:1][N:2]([CH3:15])[C:3]1[CH:4]=[CH:5][C:6]([C:9]2[CH:10]=[CH:11][N+:12]([CH2:19][CH2:16][CH3:17])=[CH:13][CH:14]=2)=[CH:7][CH:8]=1.